Dataset: Forward reaction prediction with 1.9M reactions from USPTO patents (1976-2016). Task: Predict the product of the given reaction. (1) Given the reactants [NH2:1][C:2]1[CH:7]=[C:6]([CH3:8])[CH:5]=[CH:4][C:3]=1[S:9][C:10]1[CH:11]=[C:12]([CH:18]=[CH:19][CH:20]=1)[C:13]([N:15]([CH3:17])[CH3:16])=[O:14].Cl[C:22]1[CH:31]=[CH:30][N:29]=[C:28]2[C:23]=1[CH:24]=[CH:25][C:26]([CH3:32])=[N:27]2, predict the reaction product. The product is: [CH3:16][N:15]([CH3:17])[C:13](=[O:14])[C:12]1[CH:18]=[CH:19][CH:20]=[C:10]([S:9][C:3]2[CH:4]=[CH:5][C:6]([CH3:8])=[CH:7][C:2]=2[NH:1][C:22]2[C:23]3[C:28](=[N:27][C:26]([CH3:32])=[CH:25][CH:24]=3)[N:29]=[CH:30][CH:31]=2)[CH:11]=1. (2) Given the reactants [Cl:1][C:2]1[CH:10]=[CH:9][C:5]([C:6](Cl)=[O:7])=[CH:4][C:3]=1[N+:11]([O-:13])=[O:12].[CH2:14]([CH2:16][NH2:17])[OH:15].C([O-])(O)=O.[Na+], predict the reaction product. The product is: [Cl:1][C:2]1[CH:10]=[CH:9][C:5]([C:6]([NH:17][CH2:16][CH2:14][OH:15])=[O:7])=[CH:4][C:3]=1[N+:11]([O-:13])=[O:12].